From a dataset of Experimentally validated miRNA-target interactions with 360,000+ pairs, plus equal number of negative samples. Binary Classification. Given a miRNA mature sequence and a target amino acid sequence, predict their likelihood of interaction. The protein sequence of the target gene is MEETMKLATMEDTVEYCLFLIPDESRDSDKHKEILQKYIERIITRFAPMLVPYIWQNQPFNLKYKPGKGGVPAHMFGVTKFGDNIEDEWFIVYVIKQITKEFPELVARIEDNDGEFLLIEAADFLPKWLDPENSTNRVFFCHGELCIIPAPRKSGAESWLPTTPPTIPQALNIITAHSEKILASESIRAAVNRRIRGYPEKIQASLHRAHCFLPAGIVAVLKQRPRLVAAAVQAFYLRDPIDLRACRVFKTFLPETRIMTSVTFTKCLYAQLVQQRFVPDRRSGYRLPPPSDPQYRAHEL.... The miRNA is hsa-miR-34a-5p with sequence UGGCAGUGUCUUAGCUGGUUGU. Result: 1 (interaction).